Predict the reactants needed to synthesize the given product. From a dataset of Full USPTO retrosynthesis dataset with 1.9M reactions from patents (1976-2016). Given the product [C:14]([C:11]1[CH:12]=[CH:13][C:8]([C:7]2[C:3]([C:1]#[N:2])=[C:4]([CH3:27])[N:5]([CH2:17][C:18]3[CH:19]=[CH:20][C:21]([C:22]([N:28]4[CH2:32][CH2:31][CH2:30][CH2:29]4)=[O:23])=[CH:25][CH:26]=3)[C:6]=2[CH3:16])=[CH:9][CH:10]=1)#[N:15], predict the reactants needed to synthesize it. The reactants are: [C:1]([C:3]1[C:7]([C:8]2[CH:13]=[CH:12][C:11]([C:14]#[N:15])=[CH:10][CH:9]=2)=[C:6]([CH3:16])[N:5]([CH2:17][C:18]2[CH:26]=[CH:25][C:21]([C:22](O)=[O:23])=[CH:20][CH:19]=2)[C:4]=1[CH3:27])#[N:2].[NH:28]1[CH2:32][CH2:31][CH2:30][CH2:29]1.